From a dataset of Reaction yield outcomes from USPTO patents with 853,638 reactions. Predict the reaction yield, written as a fraction of the theoretical maximum amount of product (1.0 means a 100% yield; for example, 0.34 means a 34% yield). (1) The reactants are [NH2:1][C:2]1[CH:7]=[CH:6][C:5]([C:8]([C:23]2[CH:28]=[CH:27][C:26]([NH2:29])=[CH:25][CH:24]=2)([C:16]2[CH:21]=[CH:20][C:19]([NH2:22])=[CH:18][CH:17]=2)[C:9]2[CH:14]=[CH:13][C:12]([NH2:15])=[CH:11][CH:10]=2)=[CH:4][CH:3]=1.[N:30]1[C:37](Cl)=[N:36][C:34]([Cl:35])=[N:33][C:31]=1[Cl:32].C([O-])([O-])=O.[Na+].[Na+].O. The catalyst is CC(C)=O. The product is [Cl:35][C:34]1[N:33]=[C:31]([Cl:32])[N:30]=[C:37]([NH:1][C:2]2[CH:3]=[CH:4][C:5]([C:8]([C:16]3[CH:21]=[CH:20][C:19]([NH:22][C:37]4[N:36]=[C:34]([Cl:35])[N:33]=[C:31]([Cl:32])[N:30]=4)=[CH:18][CH:17]=3)([C:23]3[CH:28]=[CH:27][C:26]([NH:29][C:37]4[N:36]=[C:34]([Cl:35])[N:33]=[C:31]([Cl:32])[N:30]=4)=[CH:25][CH:24]=3)[C:9]3[CH:10]=[CH:11][C:12]([NH:15][C:37]4[N:36]=[C:34]([Cl:35])[N:33]=[C:31]([Cl:32])[N:30]=4)=[CH:13][CH:14]=3)=[CH:6][CH:7]=2)[N:36]=1. The yield is 0.680. (2) The reactants are [N+:1]([C:4]1[CH:5]=[CH:6][C:7]([N:10]2[CH2:15][CH2:14][C:13](=[O:16])[CH2:12][CH2:11]2)=[N:8][CH:9]=1)([O-])=O.C(O)(=O)C. The catalyst is CCOC(C)=O.[Pd]. The product is [NH2:1][C:4]1[CH:5]=[CH:6][C:7]([N:10]2[CH2:15][CH2:14][C:13](=[O:16])[CH2:12][CH2:11]2)=[N:8][CH:9]=1. The yield is 0.850. (3) The reactants are F[B-](F)(F)F.F[B-](F)(F)F.[CH2:11]([O:18][C:19](=[CH:24][N:25]([CH3:27])C)[CH:20]=[N+:21](C)C)[C:12]1[CH:17]=[CH:16][CH:15]=[CH:14][CH:13]=1.Cl.[CH:29]1(C(N)=N)[CH2:31][CH2:30]1.C[O-].[Na+]. The catalyst is CO. The product is [CH2:11]([O:18][C:19]1[CH:20]=[N:21][C:27]([CH:29]2[CH2:31][CH2:30]2)=[N:25][CH:24]=1)[C:12]1[CH:13]=[CH:14][CH:15]=[CH:16][CH:17]=1. The yield is 0.640. (4) The reactants are [Br:1][C:2]1[CH:3]=[C:4]([CH2:8][CH2:9][NH2:10])[CH:5]=[CH:6][CH:7]=1.[C:11](O[C:11]([O:13][C:14]([CH3:17])([CH3:16])[CH3:15])=[O:12])([O:13][C:14]([CH3:17])([CH3:16])[CH3:15])=[O:12]. The catalyst is ClCCl. The product is [Br:1][C:2]1[CH:3]=[C:4]([CH:5]=[CH:6][CH:7]=1)[CH2:8][CH2:9][NH:10][C:11](=[O:12])[O:13][C:14]([CH3:17])([CH3:16])[CH3:15]. The yield is 0.991. (5) The reactants are N([O-])=O.[Na+].N[C:6]1[N:7]([C:17]2[C:26]3[C:21](=[CH:22][CH:23]=[CH:24][CH:25]=3)[C:20]([CH:27]3[CH2:29][CH2:28]3)=[CH:19][CH:18]=2)[C:8]([S:11][CH2:12][C:13]([O:15][CH3:16])=[O:14])=[N:9][N:10]=1.ClC(Cl)C(O)=O.ClCCl.C(Br)(Br)[Br:40]. The catalyst is [Cl-].C([N+](CC)(CC)CC)C1C=CC=CC=1. The product is [Br:40][C:6]1[N:7]([C:17]2[C:26]3[C:21](=[CH:22][CH:23]=[CH:24][CH:25]=3)[C:20]([CH:27]3[CH2:29][CH2:28]3)=[CH:19][CH:18]=2)[C:8]([S:11][CH2:12][C:13]([O:15][CH3:16])=[O:14])=[N:9][N:10]=1. The yield is 0.850. (6) The reactants are [NH2:1][CH2:2][CH2:3][CH2:4][CH2:5][CH2:6][OH:7].[C:8](O[C:8]([O:10][C:11]([CH3:14])([CH3:13])[CH3:12])=[O:9])([O:10][C:11]([CH3:14])([CH3:13])[CH3:12])=[O:9]. The catalyst is ClCCl. The product is [OH:7][CH2:6][CH2:5][CH2:4][CH2:3][CH2:2][NH:1][C:8](=[O:9])[O:10][C:11]([CH3:14])([CH3:13])[CH3:12]. The yield is 0.980.